From a dataset of Forward reaction prediction with 1.9M reactions from USPTO patents (1976-2016). Predict the product of the given reaction. Given the reactants [O-:1]Cl.[Na+].[N+:4]([C:7]1[CH:8]=[CH:9][C:10]2[O:15][C@:14]([CH3:21])([CH:16]([O:19][CH3:20])[O:17][CH3:18])[CH:13]=[CH:12][C:11]=2[CH:22]=1)([O-:6])=[O:5], predict the reaction product. The product is: [N+:4]([C:7]1[CH:8]=[CH:9][C:10]2[O:15][C@:14]([CH3:21])([CH:16]([O:19][CH3:20])[O:17][CH3:18])[C@H:13]3[O:1][C@H:12]3[C:11]=2[CH:22]=1)([O-:6])=[O:5].